From a dataset of Catalyst prediction with 721,799 reactions and 888 catalyst types from USPTO. Predict which catalyst facilitates the given reaction. (1) Reactant: [C:1](Cl)(=[O:8])[C:2]1[CH:7]=[CH:6][CH:5]=[CH:4][CH:3]=1.[NH2:10][C:11]1[N:23]=[C:22]([C:24]2[CH:29]=[CH:28][CH:27]=[CH:26][C:25]=2[O:30][CH2:31][C:32]2[CH:37]=[CH:36][CH:35]=[CH:34][CH:33]=2)[CH:21]=[C:20]([C:38]2[CH:43]=[CH:42][CH:41]=[C:40]([N+:44]([O-:46])=[O:45])[CH:39]=2)[C:12]=1[C:13]([O:15][C:16]([CH3:19])([CH3:18])[CH3:17])=[O:14]. Product: [C:1]([NH:10][C:11]1[N:23]=[C:22]([C:24]2[CH:29]=[CH:28][CH:27]=[CH:26][C:25]=2[O:30][CH2:31][C:32]2[CH:37]=[CH:36][CH:35]=[CH:34][CH:33]=2)[CH:21]=[C:20]([C:38]2[CH:43]=[CH:42][CH:41]=[C:40]([N+:44]([O-:46])=[O:45])[CH:39]=2)[C:12]=1[C:13]([O:15][C:16]([CH3:19])([CH3:17])[CH3:18])=[O:14])(=[O:8])[C:2]1[CH:7]=[CH:6][CH:5]=[CH:4][CH:3]=1. The catalyst class is: 228. (2) Reactant: [Cl:1][C:2]1[CH:3]=[CH:4][C:5]([O:8][C:9]2[CH:10]=[C:11]([CH:14]=[CH:15][CH:16]=2)[CH:12]=[O:13])=[N:6][CH:7]=1.[BH4-].[Na+]. Product: [Cl:1][C:2]1[CH:3]=[CH:4][C:5]([O:8][C:9]2[CH:10]=[C:11]([CH2:12][OH:13])[CH:14]=[CH:15][CH:16]=2)=[N:6][CH:7]=1. The catalyst class is: 5. (3) Reactant: [H-].[Na+].CN(C=O)C.[CH3:8][N:9]([CH2:11][CH2:12][CH2:13][CH:14]1[CH2:23][CH2:22][C:21]2[C:16](=[CH:17][CH:18]=[C:19]([OH:24])[CH:20]=2)[CH2:15]1)[CH3:10].[Cl:25][CH2:26][C:27]1[CH:32]=[CH:31][C:30]([C:33]2[CH:38]=[CH:37][CH:36]=[CH:35][CH:34]=2)=[CH:29][CH:28]=1. Product: [ClH:25].[C:30]1([C:33]2[CH:34]=[CH:35][CH:36]=[CH:37][CH:38]=2)[CH:29]=[CH:28][C:27]([CH2:26][O:24][C:19]2[CH:20]=[C:21]3[C:16](=[CH:17][CH:18]=2)[CH2:15][CH:14]([CH2:13][CH2:12][CH2:11][N:9]([CH3:10])[CH3:8])[CH2:23][CH2:22]3)=[CH:32][CH:31]=1. The catalyst class is: 6. (4) Product: [CH3:4][O:5][C:6]1[C:11]([O:12][CH3:13])=[C:10]([OH:14])[C:9]([CH3:15])=[CH:8][C:7]=1[OH:16]. The catalyst class is: 798. Reactant: [BH4-].[Na+].O.[CH3:4][O:5][C:6]1[C:7](=[O:16])[CH:8]=[C:9]([CH3:15])[C:10](=[O:14])[C:11]=1[O:12][CH3:13]. (5) Reactant: [C:1]([O:5][C:6]([N:8]1[CH2:12][CH2:11][C@H:10]([NH:13][C:14]2[CH:19]=[CH:18][C:17]([N+:20]([O-:22])=[O:21])=[CH:16][N:15]=2)[CH2:9]1)=[O:7])([CH3:4])([CH3:3])[CH3:2].[H-].[Na+].[CH3:25]I. Product: [C:1]([O:5][C:6]([N:8]1[CH2:12][CH2:11][C@H:10]([N:13]([C:14]2[CH:19]=[CH:18][C:17]([N+:20]([O-:22])=[O:21])=[CH:16][N:15]=2)[CH3:25])[CH2:9]1)=[O:7])([CH3:4])([CH3:2])[CH3:3]. The catalyst class is: 7. (6) Reactant: [O:1]1[C:5]2[CH:6]=[CH:7][CH:8]=[CH:9][C:4]=2[C:3](=O)[CH2:2]1.Cl.[CH3:12][O:13][NH2:14].CC([O-])=O.[Na+].ClCCl. Product: [CH3:12][O:13][N:14]=[C:3]1[C:4]2[CH:9]=[CH:8][CH:7]=[CH:6][C:5]=2[O:1][CH2:2]1. The catalyst class is: 24. (7) Reactant: Br[C:2]1[S:6][C:5]([NH:7][C:8](=[O:10])[CH3:9])=[N:4][CH:3]=1.[CH3:11][C:12]([O:15][C:16]([N:18]1[CH2:24][C:23]2[CH:25]=[C:26](B(O)O)[CH:27]=[CH:28][C:22]=2[O:21][CH2:20][CH2:19]1)=[O:17])([CH3:14])[CH3:13].ClCCl.C(=O)([O-])[O-].[K+].[K+]. Product: [C:8]([NH:7][C:5]1[S:6][C:2]([C:26]2[CH:27]=[CH:28][C:22]3[O:21][CH2:20][CH2:19][N:18]([C:16]([O:15][C:12]([CH3:13])([CH3:11])[CH3:14])=[O:17])[CH2:24][C:23]=3[CH:25]=2)=[CH:3][N:4]=1)(=[O:10])[CH3:9]. The catalyst class is: 117.